This data is from Catalyst prediction with 721,799 reactions and 888 catalyst types from USPTO. The task is: Predict which catalyst facilitates the given reaction. (1) Reactant: [C:1]([C:3]1[N:8]=[CH:7][C:6]([CH2:9][N:10]2[CH:15]=[C:14]([C:16]3[CH:21]=[CH:20][C:19]([O:22][CH3:23])=[CH:18][CH:17]=3)[CH:13]=[CH:12][C:11]2=[O:24])=[CH:5][CH:4]=1)#[CH:2]. Product: [CH2:1]([C:3]1[N:8]=[CH:7][C:6]([CH2:9][N:10]2[CH:15]=[C:14]([C:16]3[CH:17]=[CH:18][C:19]([O:22][CH3:23])=[CH:20][CH:21]=3)[CH:13]=[CH:12][C:11]2=[O:24])=[CH:5][CH:4]=1)[CH3:2]. The catalyst class is: 19. (2) Reactant: [C:1]([CH2:3][O:4][C:5]1[CH:6]=[C:7]2[C:12](=[CH:13][CH:14]=1)[N:11]=[C:10]([CH2:15][CH:16]([CH3:18])[CH3:17])[C:9]([CH2:19][NH:20][C:21](=[O:27])[O:22][C:23]([CH3:26])([CH3:25])[CH3:24])=[C:8]2[C:28]1[CH:33]=[CH:32][C:31]([CH3:34])=[CH:30][CH:29]=1)#[N:2].[N-:35]=[N+:36]=[N-:37].[Na+].[Cl-].[NH4+].O. Product: [CH2:15]([C:10]1[C:9]([CH2:19][NH:20][C:21](=[O:27])[O:22][C:23]([CH3:26])([CH3:25])[CH3:24])=[C:8]([C:28]2[CH:33]=[CH:32][C:31]([CH3:34])=[CH:30][CH:29]=2)[C:7]2[C:12](=[CH:13][CH:14]=[C:5]([O:4][CH2:3][C:1]3[N:35]=[N:36][NH:37][N:2]=3)[CH:6]=2)[N:11]=1)[CH:16]([CH3:17])[CH3:18]. The catalyst class is: 16. (3) Reactant: [F:1][C:2]1[CH:3]=[C:4]([CH:28]=[CH:29][CH:30]=1)[O:5][C:6]1[CH:11]=[CH:10][C:9]([C:12]2[C:20]3[C:15](=[N:16][CH:17]=[N:18][C:19]=3[NH2:21])[N:14]([C@@H:22]3[CH2:27][CH2:26][CH2:25][NH:24][CH2:23]3)[N:13]=2)=[CH:8][CH:7]=1.[C:31]([CH2:33][C:34](O)=[O:35])#[N:32].N1(C(N2C=CN=C2)=O)C=CN=C1. Product: [NH2:21][C:19]1[N:18]=[CH:17][N:16]=[C:15]2[N:14]([C@@H:22]3[CH2:27][CH2:26][CH2:25][N:24]([C:34](=[O:35])[CH2:33][C:31]#[N:32])[CH2:23]3)[N:13]=[C:12]([C:9]3[CH:10]=[CH:11][C:6]([O:5][C:4]4[CH:28]=[CH:29][CH:30]=[C:2]([F:1])[CH:3]=4)=[CH:7][CH:8]=3)[C:20]=12. The catalyst class is: 4. (4) Product: [CH3:12][C:4]1[CH:3]=[C:2]([B:16]2[O:17][C:18]([CH3:20])([CH3:19])[C:14]([CH3:30])([CH3:13])[O:15]2)[C:7]([C:8]([O:10][CH3:11])=[O:9])=[CH:6][N:5]=1. The catalyst class is: 12. Reactant: Cl[C:2]1[C:7]([C:8]([O:10][CH3:11])=[O:9])=[CH:6][N:5]=[C:4]([CH3:12])[CH:3]=1.[CH3:13][C:14]1([CH3:30])[C:18]([CH3:20])([CH3:19])[O:17][B:16]([B:16]2[O:17][C:18]([CH3:20])([CH3:19])[C:14]([CH3:30])([CH3:13])[O:15]2)[O:15]1.C([O-])(=O)C.[K+]. (5) Reactant: C[O:2][C:3](=[O:17])[C@@H:4]([O:6][C:7]1[CH:16]=[CH:15][CH:14]=[C:13]2[C:8]=1[CH:9]=[CH:10][CH:11]=[N:12]2)[CH3:5].[OH-].[Na+:19]. Product: [Na+:19].[N:12]1[C:13]2[C:8](=[C:7]([O:6][C@@H:4]([CH3:5])[C:3]([O-:17])=[O:2])[CH:16]=[CH:15][CH:14]=2)[CH:9]=[CH:10][CH:11]=1. The catalyst class is: 12. (6) Reactant: [Cl:1][C:2]1[CH:3]=[C:4]([CH:7]=[CH:8][C:9]=1[OH:10])[CH:5]=[O:6].[H-].[Na+].[CH2:13](Br)[CH:14]=[CH2:15]. Product: [CH2:15]([O:10][C:9]1[CH:8]=[CH:7][C:4]([CH:5]=[O:6])=[CH:3][C:2]=1[Cl:1])[CH:14]=[CH2:13]. The catalyst class is: 827.